From a dataset of Catalyst prediction with 721,799 reactions and 888 catalyst types from USPTO. Predict which catalyst facilitates the given reaction. (1) Reactant: [CH3:1][O:2][CH2:3][CH2:4][N:5]1[CH:9]=[CH:8][C:7]([NH2:10])=[N:6]1.N1C(C)=CC=CC=1C.[Cl:19][C:20]1[CH:21]=[C:22]([C@@H:30]([CH2:34][C@H:35]2[CH2:39][CH2:38][C:37](=[O:40])[CH2:36]2)[C:31](Cl)=[O:32])[CH:23]=[CH:24][C:25]=1[S:26]([CH3:29])(=[O:28])=[O:27]. Product: [Cl:19][C:20]1[CH:21]=[C:22]([C@@H:30]([CH2:34][C@H:35]2[CH2:39][CH2:38][C:37](=[O:40])[CH2:36]2)[C:31]([NH:10][C:7]2[CH:8]=[CH:9][N:5]([CH2:4][CH2:3][O:2][CH3:1])[N:6]=2)=[O:32])[CH:23]=[CH:24][C:25]=1[S:26]([CH3:29])(=[O:28])=[O:27]. The catalyst class is: 2. (2) Reactant: [C:1]1([NH:7][C:8]2[NH:13][C:12](=[O:14])[CH:11]=[CH:10][N:9]=2)[CH:6]=[CH:5][CH:4]=[CH:3][CH:2]=1.[H-].[Li+].I[CH3:18]. Product: [CH3:18][N:13]1[C:12](=[O:14])[CH:11]=[CH:10][N:9]=[C:8]1[NH:7][C:1]1[CH:2]=[CH:3][CH:4]=[CH:5][CH:6]=1. The catalyst class is: 3. (3) Reactant: [N:1]([CH2:4][C:5]([C:8]1[CH:13]=[CH:12][CH:11]=[CH:10][C:9]=1[F:14])([F:7])[F:6])=[N+]=[N-]. Product: [F:7][C:5]([F:6])([C:8]1[CH:13]=[CH:12][CH:11]=[CH:10][C:9]=1[F:14])[CH2:4][NH2:1]. The catalyst class is: 78. (4) Reactant: Cl[C:2]([O:4][C:5]1[CH:10]=[CH:9][CH:8]=[CH:7][CH:6]=1)=[O:3].[C:11]([O:15][C:16](=[O:31])[N:17]([CH2:19][C:20]1[CH:25]=[C:24]([NH2:26])[CH:23]=[CH:22][C:21]=1[S:27][CH:28]([CH3:30])[CH3:29])[CH3:18])([CH3:14])([CH3:13])[CH3:12].N1C=CC=CC=1. Product: [C:5]1([O:4][C:2](=[O:3])[NH:26][C:24]2[CH:23]=[CH:22][C:21]([S:27][CH:28]([CH3:30])[CH3:29])=[C:20]([CH2:19][N:17]([C:16]([O:15][C:11]([CH3:13])([CH3:12])[CH3:14])=[O:31])[CH3:18])[CH:25]=2)[CH:10]=[CH:9][CH:8]=[CH:7][CH:6]=1. The catalyst class is: 34. (5) Reactant: Br[CH2:2][C:3]1[C:7]([C:8]([O:10]C(C)(C)C)=[O:9])=[CH:6][N:5]([C:15]2[CH:20]=[CH:19][CH:18]=[CH:17][C:16]=2[F:21])[N:4]=1.[CH3:22][O-:23].[Na+].[OH-].[Na+]. The catalyst class is: 5. Product: [F:21][C:16]1[CH:17]=[CH:18][CH:19]=[CH:20][C:15]=1[N:5]1[CH:6]=[C:7]([C:8]([OH:10])=[O:9])[C:3]([CH2:2][O:23][CH3:22])=[N:4]1. (6) Reactant: [CH2:1]([C@@:5]1([CH2:28][CH3:29])[NH:11][C@H:10]([C:12]2[CH:17]=[CH:16][CH:15]=[CH:14][CH:13]=2)[C:9]2[CH:18]=[C:19]([O:24][CH3:25])[C:20]([C:22]#[N:23])=[CH:21][C:8]=2[S:7](=[O:27])(=[O:26])[CH2:6]1)[CH2:2][CH2:3][CH3:4].C(C1C(=O)C(Cl)=C(Cl)C(=O)C=1C#N)#N. Product: [CH2:1]([C@@:5]1([CH2:28][CH3:29])[N:11]=[C:10]([C:12]2[CH:13]=[CH:14][CH:15]=[CH:16][CH:17]=2)[C:9]2[CH:18]=[C:19]([O:24][CH3:25])[C:20]([C:22]#[N:23])=[CH:21][C:8]=2[S:7](=[O:26])(=[O:27])[CH2:6]1)[CH2:2][CH2:3][CH3:4]. The catalyst class is: 2. (7) Reactant: C1(C)C=CC(S(O)(=O)=O)=CC=1.[NH2:12][C:13]1([CH2:19][C:20]([O:22][CH3:23])=[O:21])[CH2:18][CH2:17][O:16][CH2:15][CH2:14]1.N[C@H](C(O)=O)CC(C)C.C(N(C(C)C)CC)(C)C.[O:42](C(OC(C)(C)C)=O)[C:43]([O:45][C:46]([CH3:49])([CH3:48])[CH3:47])=O. Product: [C:46]([O:45][C:43]([NH:12][C:13]1([CH2:19][C:20]([O:22][CH3:23])=[O:21])[CH2:14][CH2:15][O:16][CH2:17][CH2:18]1)=[O:42])([CH3:49])([CH3:48])[CH3:47]. The catalyst class is: 12. (8) Reactant: [O:1]1[C:5]2([CH2:10][CH2:9][N:8]([CH2:11][CH:12]([C:15]3[C:16]([F:27])=[CH:17][CH:18]=[C:19]4[C:24]=3[N:23]=[C:22]([O:25]C)[CH:21]=[CH:20]4)[CH2:13]O)[CH2:7][CH2:6]2)[O:4][CH2:3][CH2:2]1.CS(OS(C)(=O)=O)(=O)=O.C(N(C(C)C)CC)(C)C. Product: [O:4]1[C:5]2([CH2:6][CH2:7][N:8]([CH2:11][CH:12]3[C:15]4=[C:24]5[C:19](=[CH:18][CH:17]=[C:16]4[F:27])[CH:20]=[CH:21][C:22](=[O:25])[N:23]5[CH2:13]3)[CH2:9][CH2:10]2)[O:1][CH2:2][CH2:3]1. The catalyst class is: 22. (9) Reactant: [C:1]([O:5][C:6](=[O:25])[N:7]([CH2:9][C:10]1[CH:14]=[C:13](Br)[N:12]([S:16]([C:19]2[CH:20]=[N:21][CH:22]=[CH:23][CH:24]=2)(=[O:18])=[O:17])[CH:11]=1)[CH3:8])([CH3:4])([CH3:3])[CH3:2].[CH3:26][C:27]1[CH:32]=[CH:31][CH:30]=[CH:29][C:28]=1B(O)O.C(=O)([O-])[O-].[Na+].[Na+]. Product: [CH3:8][N:7]([CH2:9][C:10]1[CH:14]=[C:13]([C:28]2[CH:29]=[CH:30][CH:31]=[CH:32][C:27]=2[CH3:26])[N:12]([S:16]([C:19]2[CH:20]=[N:21][CH:22]=[CH:23][CH:24]=2)(=[O:18])=[O:17])[CH:11]=1)[C:6](=[O:25])[O:5][C:1]([CH3:4])([CH3:3])[CH3:2]. The catalyst class is: 108.